Dataset: Reaction yield outcomes from USPTO patents with 853,638 reactions. Task: Predict the reaction yield, written as a fraction of the theoretical maximum amount of product (1.0 means a 100% yield; for example, 0.34 means a 34% yield). (1) The reactants are [N:1]([C@@H:4]([C@@H:43]([C:50]1[CH:55]=[CH:54][C:53]([F:56])=[CH:52][CH:51]=1)[CH:44]1[CH2:49][CH2:48][O:47][CH2:46][CH2:45]1)[C:5]([NH:7][C:8]1[CH:13]=[CH:12][CH:11]=[C:10]([F:14])[C:9]=1[CH2:15][CH2:16][C@H:17]([NH:33][S:34]([C:37]1[CH:42]=[CH:41][CH:40]=[CH:39][CH:38]=1)(=[O:36])=[O:35])[CH2:18][N:19]([CH2:27][C:28]1([CH2:31]O)[CH2:30][CH2:29]1)[C:20](=[O:26])[O:21][C:22]([CH3:25])([CH3:24])[CH3:23])=[O:6])=[N+:2]=[N-:3].CC(OC(/N=N/C(OC(C)C)=O)=O)C.C1(P(C2C=CC=CC=2)C2C=CC=CC=2)C=CC=CC=1. The catalyst is C1COCC1. The product is [N:1]([C@@H:4]([C@@H:43]([C:50]1[CH:55]=[CH:54][C:53]([F:56])=[CH:52][CH:51]=1)[CH:44]1[CH2:49][CH2:48][O:47][CH2:46][CH2:45]1)[C:5]([NH:7][C:8]1[CH:13]=[CH:12][CH:11]=[C:10]([F:14])[C:9]=1[CH2:15][CH2:16][C@@H:17]1[N:33]([S:34]([C:37]2[CH:38]=[CH:39][CH:40]=[CH:41][CH:42]=2)(=[O:36])=[O:35])[CH2:31][C:28]2([CH2:29][CH2:30]2)[CH2:27][N:19]([C:20]([O:21][C:22]([CH3:23])([CH3:25])[CH3:24])=[O:26])[CH2:18]1)=[O:6])=[N+:2]=[N-:3]. The yield is 0.930. (2) The yield is 0.780. The catalyst is C(O)C.[Pd]. The product is [CH3:1][O:2][C:3]1[CH:8]=[C:7]([NH2:9])[CH:6]=[CH:5][C:4]=1[N:12]1[CH:16]=[C:15]([CH3:17])[N:14]=[CH:13]1. The reactants are [CH3:1][O:2][C:3]1[CH:8]=[C:7]([N+:9]([O-])=O)[CH:6]=[CH:5][C:4]=1[N:12]1[CH:16]=[C:15]([CH3:17])[N:14]=[CH:13]1. (3) The reactants are [CH:1]([C:3]1[CH:8]=[CH:7][C:6]([B:9]([OH:11])[OH:10])=[CH:5][CH:4]=1)=[O:2].[CH3:12][C:13](O)([C:15]([CH3:18])(O)[CH3:16])[CH3:14]. The catalyst is C1COCC1. The product is [CH3:12][C:13]1([CH3:14])[C:15]([CH3:18])([CH3:16])[O:11][B:9]([C:6]2[CH:5]=[CH:4][C:3]([CH:1]=[O:2])=[CH:8][CH:7]=2)[O:10]1. The yield is 0.910. (4) The reactants are [CH3:1][N:2]([CH:10]1[CH2:15][CH2:14][N:13]([CH3:16])[CH2:12][CH2:11]1)[C:3]1[CH:8]=[CH:7][CH:6]=[C:5]([NH2:9])[N:4]=1.Cl.[C:18]([Cl:26])(=[O:25])[C:19]1[CH:24]=[CH:23][N:22]=[CH:21][CH:20]=1. The catalyst is N1C=CC=CC=1. The product is [ClH:26].[CH3:1][N:2]([CH:10]1[CH2:15][CH2:14][N:13]([CH3:16])[CH2:12][CH2:11]1)[C:3]1[N:4]=[C:5]([NH:9][C:18](=[O:25])[C:19]2[CH:24]=[CH:23][N:22]=[CH:21][CH:20]=2)[CH:6]=[CH:7][CH:8]=1. The yield is 0.860. (5) The reactants are [OH-].[K+].[CH3:3][C@@H:4]1[CH2:8][CH2:7][C:6](=O)[CH:5]1[C:10]([O:12]CC)=O.[NH2:15][C:16]([NH2:18])=[S:17]. The catalyst is O.C(O)C. The product is [SH:17][C:16]1[N:15]=[C:10]([OH:12])[C:5]2[C@H:4]([CH3:3])[CH2:8][CH2:7][C:6]=2[N:18]=1. The yield is 0.560. (6) The reactants are [C:1]([C:3]1[CH:8]=[CH:7][CH:6]=[CH:5][C:4]=1[C:9]1[CH:14]=[CH:13][C:12]([CH2:15][C:16]2[C:17](=[O:39])[N:18]([C@H:28]3[CH2:33][CH2:32][C@H:31]([O:34][CH2:35][C:36](O)=[O:37])[CH2:30][CH2:29]3)[C:19]3[N:20]([N:25]=[CH:26][N:27]=3)[C:21]=2[CH2:22][CH2:23][CH3:24])=[CH:11][CH:10]=1)#[N:2].[C:40]([NH:43][NH2:44])(=[O:42])[CH3:41].Cl.C(N=C=NCCCN(C)C)C.ON1C2C=CC=CC=2N=N1. The catalyst is O.C(OCC)(=O)C.CN(C=O)C. The product is [C:40]([NH:43][NH:44][C:36](=[O:37])[CH2:35][O:34][C@H:31]1[CH2:32][CH2:33][C@H:28]([N:18]2[C:17](=[O:39])[C:16]([CH2:15][C:12]3[CH:13]=[CH:14][C:9]([C:4]4[CH:5]=[CH:6][CH:7]=[CH:8][C:3]=4[C:1]#[N:2])=[CH:10][CH:11]=3)=[C:21]([CH2:22][CH2:23][CH3:24])[N:20]3[N:25]=[CH:26][N:27]=[C:19]23)[CH2:29][CH2:30]1)(=[O:42])[CH3:41]. The yield is 0.760. (7) The reactants are [N+:1]([C:4]1[CH:13]=[CH:12][C:7]2[NH:8][C:9](=[O:11])[S:10][C:6]=2[CH:5]=1)([O-])=O. The catalyst is CO.[Pd]. The product is [NH2:1][C:4]1[CH:13]=[CH:12][C:7]2[NH:8][C:9](=[O:11])[S:10][C:6]=2[CH:5]=1. The yield is 0.760. (8) The reactants are [OH:1][C:2]1[CH:3]=[C:4]([CH:19]=[CH:20][CH:21]=1)[O:5][CH:6]1[CH2:11][CH2:10][N:9]([C:12]([O:14][C:15]([CH3:18])([CH3:17])[CH3:16])=[O:13])[CH2:8][CH2:7]1.Br[CH2:23][CH2:24][O:25][CH3:26]. No catalyst specified. The product is [CH3:26][O:25][CH2:24][CH2:23][O:1][C:2]1[CH:3]=[C:4]([CH:19]=[CH:20][CH:21]=1)[O:5][CH:6]1[CH2:11][CH2:10][N:9]([C:12]([O:14][C:15]([CH3:18])([CH3:16])[CH3:17])=[O:13])[CH2:8][CH2:7]1. The yield is 0.960.